This data is from Forward reaction prediction with 1.9M reactions from USPTO patents (1976-2016). The task is: Predict the product of the given reaction. (1) Given the reactants [NH2:1][C:2]1[CH:27]=[CH:26][CH:25]=[CH:24][C:3]=1[O:4][CH2:5][CH:6]([OH:23])[CH2:7][N:8]1[CH2:13][CH2:12][CH:11]([O:14][C:15]2[CH:20]=[CH:19][C:18]([Cl:21])=[C:17]([Cl:22])[CH:16]=2)[CH2:10][CH2:9]1.[CH3:28][CH:29]1[CH2:35][C:34](=[O:36])[O:33][C:31](=[O:32])[CH2:30]1.[Li+].[OH-], predict the reaction product. The product is: [Cl:22][C:17]1[CH:16]=[C:15]([CH:20]=[CH:19][C:18]=1[Cl:21])[O:14][CH:11]1[CH2:10][CH2:9][N:8]([CH2:7][CH:6]([OH:23])[CH2:5][O:4][C:3]2[CH:24]=[CH:25][CH:26]=[CH:27][C:2]=2[NH:1][C:34]([CH2:35][CH:29]([CH3:28])[CH2:30][C:31]([OH:33])=[O:32])=[O:36])[CH2:13][CH2:12]1. (2) Given the reactants Br[C:2]1[N:3]=[CH:4][C:5]([NH:8][C:9](=[O:26])[CH:10]([NH:14][C:15](=[O:25])[CH2:16][C:17]2[CH:22]=[C:21]([F:23])[CH:20]=[C:19](F)[CH:18]=2)[CH2:11][CH2:12][CH3:13])=[N:6][CH:7]=1.[NH:27]1[CH2:31][CH2:30][CH2:29][CH2:28]1, predict the reaction product. The product is: [N:27]1([C:2]2[N:3]=[CH:4][C:5]([NH:8][C:9](=[O:26])[CH:10]([NH:14][C:15](=[O:25])[CH2:16][C:17]3[CH:18]=[C:19]([N:27]4[CH2:31][CH2:30][CH2:29][CH2:28]4)[CH:20]=[C:21]([F:23])[CH:22]=3)[CH2:11][CH2:12][CH3:13])=[N:6][CH:7]=2)[CH2:31][CH2:30][CH2:29][CH2:28]1. (3) The product is: [C:4]1([C:2]2[S:6][C:5]3[C:7]4[S:8][C:9]([C:29]5[CH:28]=[CH:17][CH:16]=[CH:15][CH:14]=5)=[CH:10][C:11]=4[C:12]([CH2:19][CH2:20][CH2:21][CH2:22][CH3:23])=[C:13]([CH2:14][CH2:15][CH2:16][CH2:17][CH3:18])[C:4]=3[CH:3]=2)[CH:13]=[CH:12][CH:11]=[CH:7][CH:5]=1. Given the reactants Br[C:2]1[S:6][C:5]2[C:7]3[S:8][C:9](Br)=[CH:10][C:11]=3[C:12]([CH2:19][CH2:20][CH2:21][CH2:22][CH3:23])=[C:13]([CH2:14][CH2:15][CH2:16][CH2:17][CH3:18])[C:4]=2[CH:3]=1.C(O[CH2:28][CH3:29])C, predict the reaction product.